This data is from Full USPTO retrosynthesis dataset with 1.9M reactions from patents (1976-2016). The task is: Predict the reactants needed to synthesize the given product. (1) The reactants are: [Cl:1][C:2]1[CH:3]=[CH:4][C:5]([N:12]2[C:17](=[O:18])[C:16]3[CH:19]=[C:20]([CH2:22][CH3:23])[S:21][C:15]=3[N:14]([CH2:24][C:25]3[CH:30]=[CH:29][C:28]([C:31]4[CH:36]=[CH:35][CH:34]=[CH:33][C:32]=4[C:37]4[NH:41][C:40](=[O:42])[O:39][N:38]=4)=[CH:27][CH:26]=3)[C:13]2=[O:43])=[C:6]([CH:11]=1)[C:7]([O:9]C)=[O:8].[OH-].[Na+]. Given the product [Cl:1][C:2]1[CH:3]=[CH:4][C:5]([N:12]2[C:17](=[O:18])[C:16]3[CH:19]=[C:20]([CH2:22][CH3:23])[S:21][C:15]=3[N:14]([CH2:24][C:25]3[CH:26]=[CH:27][C:28]([C:31]4[CH:36]=[CH:35][CH:34]=[CH:33][C:32]=4[C:37]4[NH:41][C:40](=[O:42])[O:39][N:38]=4)=[CH:29][CH:30]=3)[C:13]2=[O:43])=[C:6]([CH:11]=1)[C:7]([OH:9])=[O:8], predict the reactants needed to synthesize it. (2) Given the product [Br:1][C:2]1[CH:7]=[C:6]([C:8]2[CH:13]=[CH:12][C:11]([CH2:14][CH3:15])=[CH:10][CH:9]=2)[C:5]([C:16]#[N:17])=[C:4]([O:29][CH:25]2[CH2:28][CH2:27][CH2:26]2)[CH:3]=1, predict the reactants needed to synthesize it. The reactants are: [Br:1][C:2]1[CH:7]=[C:6]([C:8]2[CH:13]=[CH:12][C:11]([CH2:14][CH3:15])=[CH:10][CH:9]=2)[C:5]([C:16]#[N:17])=[C:4](F)[CH:3]=1.CC([O-])(C)C.[K+].[CH:25]1([OH:29])[CH2:28][CH2:27][CH2:26]1.Cl.